Task: Binary Classification. Given a miRNA mature sequence and a target amino acid sequence, predict their likelihood of interaction.. Dataset: Experimentally validated miRNA-target interactions with 360,000+ pairs, plus equal number of negative samples (1) The miRNA is hsa-miR-4659a-5p with sequence CUGCCAUGUCUAAGAAGAAAAC. The protein sequence of the target gene is MTKMDIRGAVDAAVPTNIIAAKAAEVRANKVNWQSYLQGQMISAEDCEFIQRFEMKRSPEEKQEMLQTEGSQCAKTFINLMTHICKEQTVQYILTMVDDMLQENHQRVSIFFDYARCSKNTAWPYFLPMLNRQDPFTVHMAARIIAKLAAWGKELMEGSDLNYYFNWIKTQLSSQKLRGSGVAVETGTVSSSDSSQYVQCVAGCLQLMLRVNEYRFAWVEADGVNCIMGVLSNKCGFQLQYQMIFSIWLLAFSPQMCEHLRRYNIIPVLSDILQESVKEKVTRIILAAFRNFLEKSTERE.... Result: 0 (no interaction). (2) The miRNA is rno-miR-99a-5p with sequence AACCCGUAGAUCCGAUCUUGUG. The protein sequence of the target gene is MGESALEPGPVPETPAGGPVHAVTVVTLLEKLATMLEALRERQGGLAERQGGLAGSVRRIQSGLGALSRSHDTTSNTLTQLLAKAERVGSHADAAQERAVRRAAQVQRLEANHGLLVARGKLHVLLFKEETEIPARAFQKVPELLGPEDQLVLGPDQPEDEVGESSEEEPVESRAQRLRRTGLQKVQSLKRALSSRKAAQPTPVKPPRVGPVRSSEGPSEGQPAAQPEMESELETALEPEPPQPTKEDPEKPVLQIESAA. Result: 0 (no interaction). (3) The miRNA is rno-miR-200b-3p with sequence UAAUACUGCCUGGUAAUGAUGAC. The protein sequence of the target gene is MTHSLVCPETVSRVSSVLNRNTRQFGKKHLFDQDEETCWNSDQGPSQWVTLEFPQLIRVSQLQIQFQGGFSSRRGCLEGSQGTQALHKIVDFYPEDNNSLQTFPIPAAEVDRLKVTFEDATDFFGRVVIYHLRVLGEKV. Result: 0 (no interaction). (4) The miRNA is hsa-miR-6788-5p with sequence CUGGGAGAAGAGUGGUGAAGA. The protein sequence of the target gene is MPLVRYRKVVILGYRCVGKTSLAHQFVEGEFSEGYDPTVENTYSKIVTLGKDEFHLHLVDTAGQDEYSILPYSFIIGVHGYVLVYSVTSLHSFQVIESLYQKLHEGHGKTRVPVVLVGNKADLSPEREVQAVEGKKLAESWGATFMESSARENQLTQGIFTKVIQEIARVENSYGQERRCHLM. Result: 0 (no interaction). (5) The miRNA is cfa-miR-539 with sequence GGAGAAAUUAUCCUUGGUGUGU. The protein sequence of the target gene is MVNSRRVQPQPPGDAGRSPAPRASGPGRLVAGGAGLAVPGGLGEQRGLEIEMERIRQAAARDPPAGASASPSPPLSSCSRQAWSRDNPGFEAEEDDDDDEVEGEEGGMVVEMDVEWRPGSRRSASSSAVSSVGARGRGLGSYRGAAHLSGRRRRLEDQGAQCPSPAGGGDPLHRHLPLEGQPPRVAWAERLVRGLRGLWGTRLMEESNANREKYLKSVLRELVTYLFFLVVLCILTYGMMSSNVYYYTRTLSQLFIDTPVSKTEKTNFKTLSSMEDFWKFTEGSFLDGLYWKAQTSNHTQ.... Result: 0 (no interaction).